The task is: Predict the product of the given reaction.. This data is from Forward reaction prediction with 1.9M reactions from USPTO patents (1976-2016). (1) Given the reactants [CH3:1][N:2]([CH3:22])[S:3]([C:6]1[CH:15]=[C:14]2[C:9]([CH2:10][CH2:11][N:12](C(=O)C(F)(F)F)[CH2:13]2)=[CH:8][CH:7]=1)(=[O:5])=[O:4].C(=O)([O-])[O-].[K+].[K+], predict the reaction product. The product is: [CH3:1][N:2]([CH3:22])[S:3]([C:6]1[CH:15]=[C:14]2[C:9]([CH2:10][CH2:11][NH:12][CH2:13]2)=[CH:8][CH:7]=1)(=[O:5])=[O:4]. (2) Given the reactants [Br:1][C:2]1[CH:3]=[C:4]([CH:8]=[CH:9][C:10]=1[OH:11])[C:5]([OH:7])=[O:6].[CH3:12][Si](C=[N+]=[N-])(C)C, predict the reaction product. The product is: [Br:1][C:2]1[CH:3]=[C:4]([CH:8]=[CH:9][C:10]=1[OH:11])[C:5]([O:7][CH3:12])=[O:6]. (3) Given the reactants [CH2:1]([O:3][C:4](=[O:22])[NH:5][C:6]([CH3:21])([CH3:20])[CH2:7][CH2:8][N:9]1C(=O)C2C(=CC=CC=2)C1=O)[CH3:2].O.NN, predict the reaction product. The product is: [CH2:1]([O:3][C:4](=[O:22])[NH:5][C:6]([CH3:21])([CH3:20])[CH2:7][CH2:8][NH2:9])[CH3:2].